From a dataset of NCI-60 drug combinations with 297,098 pairs across 59 cell lines. Regression. Given two drug SMILES strings and cell line genomic features, predict the synergy score measuring deviation from expected non-interaction effect. (1) Drug 1: CC1=C(C(CCC1)(C)C)C=CC(=CC=CC(=CC(=O)O)C)C. Drug 2: CCCCCOC(=O)NC1=NC(=O)N(C=C1F)C2C(C(C(O2)C)O)O. Cell line: SNB-75. Synergy scores: CSS=-1.72, Synergy_ZIP=2.20, Synergy_Bliss=2.10, Synergy_Loewe=-5.38, Synergy_HSA=-5.25. (2) Drug 1: CC1=CC2C(CCC3(C2CCC3(C(=O)C)OC(=O)C)C)C4(C1=CC(=O)CC4)C. Drug 2: CC1=C(C(=O)C2=C(C1=O)N3CC4C(C3(C2COC(=O)N)OC)N4)N. Cell line: KM12. Synergy scores: CSS=2.85, Synergy_ZIP=-5.89, Synergy_Bliss=-10.6, Synergy_Loewe=-35.4, Synergy_HSA=-10.1.